Dataset: Catalyst prediction with 721,799 reactions and 888 catalyst types from USPTO. Task: Predict which catalyst facilitates the given reaction. (1) Reactant: Br[C:2]1[CH:3]=[C:4]2[C:9](=[CH:10][CH:11]=1)[N:8]=[C:7]([NH2:12])[N:6]=[CH:5]2.[C:13]1([CH3:22])[CH:18]=[CH:17][CH:16]=[CH:15][C:14]=1B(O)O.C([O-])([O-])=O.[Na+].[Na+]. Product: [C:13]1([CH3:22])[CH:18]=[CH:17][CH:16]=[CH:15][C:14]=1[C:2]1[CH:3]=[C:4]2[C:9](=[CH:10][CH:11]=1)[N:8]=[C:7]([NH2:12])[N:6]=[CH:5]2. The catalyst class is: 57. (2) Reactant: [F:1][C:2]1[C:7]([O:8]C)=[C:6]([F:10])[CH:5]=[CH:4][C:3]=1[CH:11]([NH:22][C:23]1[CH:32]=[CH:31][CH:30]=[C:29]2[C:24]=1[CH:25]=[CH:26][C:27]([CH3:33])=[N:28]2)[C:12]([CH2:18][S:19][CH2:20][CH3:21])([C:14]([F:17])([F:16])[F:15])[OH:13].B(Br)(Br)Br. Product: [F:1][C:2]1[C:7]([OH:8])=[C:6]([F:10])[CH:5]=[CH:4][C:3]=1[CH:11]([NH:22][C:23]1[CH:32]=[CH:31][CH:30]=[C:29]2[C:24]=1[CH:25]=[CH:26][C:27]([CH3:33])=[N:28]2)[C:12]([CH2:18][S:19][CH2:20][CH3:21])([C:14]([F:16])([F:15])[F:17])[OH:13]. The catalyst class is: 4.